Predict the reaction yield, written as a fraction of the theoretical maximum amount of product (1.0 means a 100% yield; for example, 0.34 means a 34% yield). From a dataset of Reaction yield outcomes from USPTO patents with 853,638 reactions. (1) The yield is 0.840. The product is [CH3:24][C:3]1[N:4]([S:11]([C:14]2[CH:19]=[CH:18][C:17]([C:20]([F:21])([F:23])[F:22])=[CH:16][CH:15]=2)(=[O:12])=[O:13])[C:5]2[C:10]([C:2]=1[C:28]1[C:29]3[C:34](=[CH:33][CH:32]=[CH:31][CH:30]=3)[CH:25]=[N:26][CH:27]=1)=[CH:9][CH:8]=[CH:7][CH:6]=2. The reactants are I[C:2]1[C:10]2[C:5](=[CH:6][CH:7]=[CH:8][CH:9]=2)[N:4]([S:11]([C:14]2[CH:19]=[CH:18][C:17]([C:20]([F:23])([F:22])[F:21])=[CH:16][CH:15]=2)(=[O:13])=[O:12])[C:3]=1[CH3:24].[CH:25]1[C:34]2[C:29](=[CH:30][CH:31]=[CH:32][CH:33]=2)[C:28](B(O)O)=[CH:27][N:26]=1.C(=O)([O-])[O-].[Na+].[Na+]. The catalyst is C1COCC1.O.C1C=CC([P]([Pd]([P](C2C=CC=CC=2)(C2C=CC=CC=2)C2C=CC=CC=2)([P](C2C=CC=CC=2)(C2C=CC=CC=2)C2C=CC=CC=2)[P](C2C=CC=CC=2)(C2C=CC=CC=2)C2C=CC=CC=2)(C2C=CC=CC=2)C2C=CC=CC=2)=CC=1. (2) The reactants are [C:1]([O:5][C:6]([NH:8][C@@H:9]([CH2:13][NH:14][C:15]1[CH:20]=[CH:19][CH:18]=[CH:17][C:16]=1[N+:21]([O-])=O)[C:10]([OH:12])=O)=[O:7])([CH3:4])([CH3:3])[CH3:2].C(OC(N[CH:32](CN)[C:33]([OH:35])=[O:34])=O)(C)(C)C.F[C:39]1C=CC=CC=1[N+]([O-])=O.C(=O)(O)[O-].[Na+]. The catalyst is O.CN(C)C=O. The product is [CH3:39][O:35][C:33](=[O:34])[CH2:32][N:21]1[C:10](=[O:12])[CH:9]([NH:8][C:6]([O:5][C:1]([CH3:2])([CH3:3])[CH3:4])=[O:7])[CH2:13][NH:14][C:15]2[CH:20]=[CH:19][CH:18]=[CH:17][C:16]1=2. The yield is 0.830.